Dataset: Forward reaction prediction with 1.9M reactions from USPTO patents (1976-2016). Task: Predict the product of the given reaction. (1) The product is: [CH2:2]([C:4]1[CH:5]=[C:6]([CH3:23])[CH:7]=[C:8]2[C:13]=1[O:12][CH:11]([C:14]([F:15])([F:16])[F:17])[C:10]([C:18]([O:20][CH2:21][CH3:22])=[O:19])=[CH:9]2)[CH3:3]. Given the reactants O[CH:2]([C:4]1[CH:5]=[C:6]([CH3:23])[CH:7]=[C:8]2[C:13]=1[O:12][CH:11]([C:14]([F:17])([F:16])[F:15])[C:10]([C:18]([O:20][CH2:21][CH3:22])=[O:19])=[CH:9]2)[CH3:3].C([SiH](CC)CC)C, predict the reaction product. (2) Given the reactants FC(F)(F)C1C2C3CC3CC=2N(CC(O)=O)N=1.[F:18][C:19]1([F:38])[C:23]2[N:24]([CH2:31][C:32]([O:34]CC)=[O:33])[N:25]=[C:26]([C:27]([F:30])([F:29])[F:28])[C:22]=2[CH:21]2[CH2:37][CH:20]12, predict the reaction product. The product is: [F:38][C:19]1([F:18])[C:23]2[N:24]([CH2:31][C:32]([OH:34])=[O:33])[N:25]=[C:26]([C:27]([F:30])([F:28])[F:29])[C:22]=2[CH:21]2[CH2:37][CH:20]12. (3) The product is: [Cl:17][C:10]1[C:11]2[C:6](=[C:5]3[O:1][CH2:2][CH2:3][C:4]3=[CH:13][CH:12]=2)[CH:7]=[CH:8][N:9]=1. Given the reactants [O:1]1[C:5]2=[C:6]3[C:11](=[CH:12][CH:13]=[C:4]2[CH2:3][CH2:2]1)[C:10](O)=[N:9][CH:8]=[CH:7]3.O=P(Cl)(Cl)[Cl:17], predict the reaction product. (4) Given the reactants [H-].[H-].[H-].[H-].[Li+].[Al+3].[CH3:7][O:8][CH2:9][CH2:10][CH2:11][N:12]1[C:20]2[C:15](=[CH:16][CH:17]=[C:18]([CH2:21][C@H:22]([CH:26]([CH3:28])[CH3:27])[C:23](O)=[O:24])[CH:19]=2)[CH:14]=[N:13]1, predict the reaction product. The product is: [CH3:7][O:8][CH2:9][CH2:10][CH2:11][N:12]1[C:20]2[C:15](=[CH:16][CH:17]=[C:18]([CH2:21][C@H:22]([CH:26]([CH3:28])[CH3:27])[CH2:23][OH:24])[CH:19]=2)[CH:14]=[N:13]1.